Dataset: Forward reaction prediction with 1.9M reactions from USPTO patents (1976-2016). Task: Predict the product of the given reaction. (1) The product is: [S:17]([C:20]1[CH:26]=[CH:25][C:23]([CH3:24])=[CH:22][CH:21]=1)([O:9][CH2:8][CH2:7][C:4]1[CH:5]=[CH:6][CH:1]=[CH:2][CH:3]=1)(=[O:19])=[O:18]. Given the reactants [CH:1]1[CH:2]=[CH:3][C:4]([CH2:7][CH2:8][OH:9])=[CH:5][CH:6]=1.C(N(CC)CC)C.[S:17](Cl)([C:20]1[CH:26]=[CH:25][C:23]([CH3:24])=[CH:22][CH:21]=1)(=[O:19])=[O:18], predict the reaction product. (2) The product is: [F:15][C:16]1[CH:17]=[C:18](/[CH:19]=[CH:1]/[C:2]2[CH:7]=[N:6][CH:5]=[C:4]([CH3:8])[N:3]=2)[CH:21]=[CH:22][CH:23]=1. Given the reactants [CH3:1][C:2]1[CH:7]=[N:6][CH:5]=[C:4]([CH3:8])[N:3]=1.CC(C)([O-])C.[K+].[F:15][C:16]1[CH:17]=[C:18]([CH:21]=[CH:22][CH:23]=1)[CH:19]=O.CCCCCC, predict the reaction product. (3) Given the reactants Cl[CH2:2][C:3]1[N:8]=[C:7]([C:9]([NH:11][C:12]2[CH:17]=[CH:16][C:15]([N:18]3[CH2:23][CH2:22][CH2:21][CH2:20][CH2:19]3)=[CH:14][C:13]=2[C:24](=[O:41])[NH:25][C:26]2[CH:30]=[CH:29][N:28]([C:31]3[CH:36]=[CH:35][CH:34]=[C:33]([C:37]([F:40])([F:39])[F:38])[CH:32]=3)[N:27]=2)=[O:10])[CH:6]=[CH:5][CH:4]=1.[CH3:42][NH:43][CH2:44][CH2:45][O:46][CH2:47][CH2:48][O:49][CH2:50][CH2:51][O:52][CH2:53][CH2:54][C:55]([O:57][C:58]([CH3:61])([CH3:60])[CH3:59])=[O:56].[I-].[K+].C(=O)([O-])[O-].[K+].[K+], predict the reaction product. The product is: [N:18]1([C:15]2[CH:16]=[CH:17][C:12]([NH:11][C:9]([C:7]3[N:8]=[C:3]([CH2:2][N:43]([CH3:42])[CH2:44][CH2:45][O:46][CH2:47][CH2:48][O:49][CH2:50][CH2:51][O:52][CH2:53][CH2:54][C:55]([O:57][C:58]([CH3:60])([CH3:59])[CH3:61])=[O:56])[CH:4]=[CH:5][CH:6]=3)=[O:10])=[C:13]([C:24](=[O:41])[NH:25][C:26]3[CH:30]=[CH:29][N:28]([C:31]4[CH:36]=[CH:35][CH:34]=[C:33]([C:37]([F:40])([F:39])[F:38])[CH:32]=4)[N:27]=3)[CH:14]=2)[CH2:19][CH2:20][CH2:21][CH2:22][CH2:23]1. (4) The product is: [CH:35]([N:38]1[CH2:39][CH2:40][N:41]([CH2:44][CH2:45][NH:46][C:12]2[CH:17]=[C:16]([O:18][CH3:19])[CH:15]=[CH:14][C:13]=2[C:20]2[NH:29][C:28](=[O:30])[C:27]3[C:22](=[CH:23][C:24]([O:33][CH3:34])=[CH:25][C:26]=3[O:31][CH3:32])[N:21]=2)[CH2:42][CH2:43]1)([CH3:37])[CH3:36]. Given the reactants C[Si]([N-][Si](C)(C)C)(C)C.[Li+].F[C:12]1[CH:17]=[C:16]([O:18][CH3:19])[CH:15]=[CH:14][C:13]=1[C:20]1[NH:29][C:28](=[O:30])[C:27]2[C:22](=[CH:23][C:24]([O:33][CH3:34])=[CH:25][C:26]=2[O:31][CH3:32])[N:21]=1.[CH:35]([N:38]1[CH2:43][CH2:42][N:41]([CH2:44][CH2:45][NH2:46])[CH2:40][CH2:39]1)([CH3:37])[CH3:36], predict the reaction product. (5) Given the reactants CC(C)CC([O-])=O.[C:8](N1C(C2C=CC=CC=2B(O)O)=NN=N1)([C:21]1[CH:26]=[CH:25][CH:24]=[CH:23][CH:22]=1)([C:15]1[CH:20]=[CH:19][CH:18]=[CH:17][CH:16]=1)[C:9]1[CH:14]=[CH:13][CH:12]=[CH:11][CH:10]=1.C[O:42][C:43](=[O:92])[C@@H:44]([N:48]([C:86](=[O:91])[CH2:87][CH2:88][CH2:89][CH3:90])[CH2:49][C:50]1[CH:55]=[CH:54][C:53]([C:56]2[CH:61]=[CH:60][CH:59]=[CH:58][C:57]=2[C:62]2[N:66](C(C3C=CC=CC=3)(C3C=CC=CC=3)C3C=CC=CC=3)[N:65]=[N:64][N:63]=2)=[CH:52][CH:51]=1)[CH:45]([CH3:47])[CH3:46], predict the reaction product. The product is: [CH3:90][CH2:89][CH2:88][CH2:87][C:86]([N:48]([C@H:44]([C:43]([OH:42])=[O:92])[CH:45]([CH2:46][C:8]([C:9]1[CH:14]=[CH:13][CH:12]=[CH:11][CH:10]=1)([C:21]1[CH:22]=[CH:23][CH:24]=[CH:25][CH:26]=1)[C:15]1[CH:16]=[CH:17][CH:18]=[CH:19][CH:20]=1)[CH3:47])[CH2:49][C:50]1[CH:51]=[CH:52][C:53]([C:56]2[C:57]([C:62]3[N:66]=[N:65][NH:64][N:63]=3)=[CH:58][CH:59]=[CH:60][CH:61]=2)=[CH:54][CH:55]=1)=[O:91]. (6) The product is: [CH2:1]([N:8]1[CH:12]=[C:11]([CH2:13][O:14][Si:22]([C:25]([CH3:28])([CH3:27])[CH3:26])([CH3:24])[CH3:23])[CH:10]=[N:9]1)[C:2]1[CH:3]=[CH:4][CH:5]=[CH:6][CH:7]=1. Given the reactants [CH2:1]([N:8]1[CH:12]=[C:11]([CH2:13][OH:14])[CH:10]=[N:9]1)[C:2]1[CH:7]=[CH:6][CH:5]=[CH:4][CH:3]=1.C(N(CC)CC)C.[Si:22](Cl)([C:25]([CH3:28])([CH3:27])[CH3:26])([CH3:24])[CH3:23].C(=O)([O-])O.[Na+], predict the reaction product.